From a dataset of HIV replication inhibition screening data with 41,000+ compounds from the AIDS Antiviral Screen. Binary Classification. Given a drug SMILES string, predict its activity (active/inactive) in a high-throughput screening assay against a specified biological target. The drug is N#CC(c1nc2ccccc2s1)c1nc2ccccc2nc1Cl. The result is 0 (inactive).